Dataset: Full USPTO retrosynthesis dataset with 1.9M reactions from patents (1976-2016). Task: Predict the reactants needed to synthesize the given product. (1) Given the product [CH:25]([N:18]1[C:19]2[C:24](=[CH:23][CH:22]=[CH:21][CH:20]=2)[C:16]([C:14]([NH:13][C@@H:11]2[CH2:12][N:8]([C:6]([O:5][C:1]([CH3:2])([CH3:4])[CH3:3])=[O:7])[C@H:9]([CH2:28][C:29]([N:32]3[CH2:37][CH2:36][O:35][CH2:34][CH2:33]3)=[O:30])[CH2:10]2)=[O:15])=[N:17]1)([CH3:27])[CH3:26], predict the reactants needed to synthesize it. The reactants are: [C:1]([O:5][C:6]([N:8]1[CH2:12][C@@H:11]([NH:13][C:14]([C:16]2[C:24]3[C:19](=[CH:20][CH:21]=[CH:22][CH:23]=3)[N:18]([CH:25]([CH3:27])[CH3:26])[N:17]=2)=[O:15])[CH2:10][C@H:9]1[CH2:28][C:29](O)=[O:30])=[O:7])([CH3:4])([CH3:3])[CH3:2].[NH:32]1[CH2:37][CH2:36][O:35][CH2:34][CH2:33]1. (2) Given the product [Br:17][C:18]1[CH:19]=[C:20]([CH:28]=[CH:29][C:30]=1[O:56][C:48]1[CH:49]=[N:50][C:51]([O:52][CH:53]([CH3:55])[CH3:54])=[C:46]([Cl:45])[CH:47]=1)[C:21]([O:23][C:24]([CH3:27])([CH3:26])[CH3:25])=[O:22], predict the reactants needed to synthesize it. The reactants are: ClC1C(F)=CC(F)=C(C=1)C(OC(C)(C)C)=O.[Br:17][C:18]1[CH:19]=[C:20]([CH:28]=[CH:29][C:30]=1F)[C:21]([O:23][C:24]([CH3:27])([CH3:26])[CH3:25])=[O:22].ClC1C=C(O)C=CC=1OC(F)(F)F.[Cl:45][C:46]1[CH:47]=[C:48]([OH:56])[CH:49]=[N:50][C:51]=1[O:52][CH:53]([CH3:55])[CH3:54]. (3) Given the product [Br:1][C:2]1[CH:7]=[CH:6][C:5]([C:8]([OH:13])([C:9]([F:10])([F:11])[F:12])[C:9]([F:12])([F:11])[F:10])=[CH:4][C:3]=1[O:29][CH:20]([CH3:21])[CH3:19], predict the reactants needed to synthesize it. The reactants are: [Br:1][C:2]1[CH:7]=[CH:6][C:5]([CH:8]([OH:13])[C:9]([F:12])([F:11])[F:10])=[CH:4][C:3]=1C(F)(F)F.Br[C:19]1C=CC(C(OC)=O)=[CH:21][C:20]=1[O:29]C(C)C. (4) Given the product [CH:13]1([CH2:12][C@H:9]2[CH2:10][S:7][C:6]([NH2:5])=[N:8]2)[CH2:18][CH2:17][CH2:16][CH2:15][CH2:14]1, predict the reactants needed to synthesize it. The reactants are: C([NH:5][C:6]([NH:8][C@@H:9]([CH2:12][CH:13]1[CH2:18][CH2:17][CH2:16][CH2:15][CH2:14]1)[CH2:10]O)=[S:7])(C)(C)C.Cl. (5) Given the product [F:1][C:2]([F:41])([F:40])[C:3]1[CH:4]=[C:5]([CH:33]=[C:34]([C:36]([F:39])([F:38])[F:37])[CH:35]=1)[CH2:6][N:7]([CH2:8][C:9]1[CH:14]=[C:13]([C:15]([F:18])([F:17])[F:16])[CH:12]=[CH:11][C:10]=1[N:19]([CH2:24][CH3:25])[CH2:20][CH2:21][O:22][CH3:23])[C:26]1[N:31]=[CH:30][C:29]([N:69]2[CH2:74][CH2:73][CH:72]([C:75]([O:77][CH2:78][CH3:79])=[O:76])[CH2:71][CH2:70]2)=[CH:28][N:27]=1, predict the reactants needed to synthesize it. The reactants are: [F:1][C:2]([F:41])([F:40])[C:3]1[CH:4]=[C:5]([CH:33]=[C:34]([C:36]([F:39])([F:38])[F:37])[CH:35]=1)[CH2:6][N:7]([C:26]1[N:31]=[CH:30][C:29](Br)=[CH:28][N:27]=1)[CH2:8][C:9]1[CH:14]=[C:13]([C:15]([F:18])([F:17])[F:16])[CH:12]=[CH:11][C:10]=1[N:19]([CH2:24][CH3:25])[CH2:20][CH2:21][O:22][CH3:23].CC(C)([O-])C.[Na+].C(P(C(C)(C)C)C1C=CC=CC=1C1C=CC=CC=1)(C)(C)C.[NH:69]1[CH2:74][CH2:73][CH:72]([C:75]([O:77][CH2:78][CH3:79])=[O:76])[CH2:71][CH2:70]1. (6) Given the product [OH:1][C:2]1[C:11]2[C:6](=[CH:7][C:8]([NH:12][C:13](=[O:47])[NH:14][C:15]3[CH:24]=[CH:23][C:22]4[C:17](=[CH:18][C:19]([S:26]([NH:29][C:30]5[CH:35]=[CH:34][CH:33]=[C:32]([S:36]([OH:39])(=[O:37])=[O:38])[CH:31]=5)(=[O:28])=[O:27])=[CH:20][C:21]=4[OH:25])[CH:16]=3)=[CH:9][CH:10]=2)[CH:5]=[C:4]([S:48]([NH:51][C:52]2[CH:53]=[C:54]([S:58]([OH:61])(=[O:60])=[O:59])[CH:55]=[CH:56][CH:57]=2)(=[O:50])=[O:49])[CH:3]=1, predict the reactants needed to synthesize it. The reactants are: [OH:1][C:2]1[C:11]2[C:6](=[CH:7][C:8]([NH:12][C:13](=[O:47])[NH:14][C:15]3[CH:24]=[CH:23][C:22]4[C:17](=[CH:18][C:19]([S:26]([NH:29][C:30]5[CH:35]=[CH:34][CH:33]=[C:32]([S:36]([O:39]C6C=CC(C)=CC=6)(=[O:38])=[O:37])[CH:31]=5)(=[O:28])=[O:27])=[CH:20][C:21]=4[OH:25])[CH:16]=3)=[CH:9][CH:10]=2)[CH:5]=[C:4]([S:48]([NH:51][C:52]2[CH:53]=[C:54]([S:58]([O:61]C3C=CC(C)=CC=3)(=[O:60])=[O:59])[CH:55]=[CH:56][CH:57]=2)(=[O:50])=[O:49])[CH:3]=1.[Na+].[Na+].S(C1C=C(NS(C2C=C3C(C=CC(NC(NC4C=C5C(C=CC(S([O-])(=O)=O)=C5)=CC=4)=O)=C3)=CC=2)(=O)=O)C=CC=1)(O)(=O)=O.S(C1C=C(NS(C2C=C3C(C=CC(NC(NC4C=C5C(C=CC(S([O-])(=O)=O)=C5)=CC=4)=O)=C3)=CC=2)(=O)=O)C=CC=1)(O)(=O)=O. (7) Given the product [CH3:17][N:9]1[C:10]2[C:15](=[CH:14][CH:13]=[CH:12][CH:11]=2)[CH:16]=[C:8]1[C:4]1[CH:3]=[C:2]([NH:1][S:20](=[O:22])(=[O:21])[N:27]([CH2:28][CH3:29])[CH2:25][CH3:26])[CH:7]=[N:6][CH:5]=1, predict the reactants needed to synthesize it. The reactants are: [NH2:1][C:2]1[CH:3]=[C:4]([C:8]2[N:9]([CH3:17])[C:10]3[C:15]([CH:16]=2)=[CH:14][CH:13]=[CH:12][CH:11]=3)[CH:5]=[N:6][CH:7]=1.CN(C)[S:20](Cl)(=[O:22])=[O:21].[CH2:25]([N:27](CC)[CH2:28][CH3:29])[CH3:26].